From a dataset of Reaction yield outcomes from USPTO patents with 853,638 reactions. Predict the reaction yield, written as a fraction of the theoretical maximum amount of product (1.0 means a 100% yield; for example, 0.34 means a 34% yield). The reactants are [Cl:1][C:2]1[CH:7]=[C:6]([F:8])[CH:5]=[C:4]([F:9])[CH:3]=1.C([Li])CCC.CN([CH:18]=[O:19])C.Cl. The catalyst is C1COCC1.CCOCC. The product is [Cl:1][C:2]1[CH:7]=[C:6]([F:8])[C:5]([CH:18]=[O:19])=[C:4]([F:9])[CH:3]=1. The yield is 0.410.